This data is from Merck oncology drug combination screen with 23,052 pairs across 39 cell lines. The task is: Regression. Given two drug SMILES strings and cell line genomic features, predict the synergy score measuring deviation from expected non-interaction effect. (1) Drug 1: O=C(CCCCCCC(=O)Nc1ccccc1)NO. Drug 2: CCC1(O)C(=O)OCc2c1cc1n(c2=O)Cc2cc3c(CN(C)C)c(O)ccc3nc2-1. Cell line: UWB1289. Synergy scores: synergy=12.2. (2) Drug 1: Cn1c(=O)n(-c2ccc(C(C)(C)C#N)cc2)c2c3cc(-c4cnc5ccccc5c4)ccc3ncc21. Drug 2: NC1CCCCC1N.O=C(O)C(=O)O.[Pt+2]. Cell line: COLO320DM. Synergy scores: synergy=15.7. (3) Drug 2: NC(=O)c1cccc2cn(-c3ccc(C4CCCNC4)cc3)nc12. Drug 1: CC1CC2C3CCC4=CC(=O)C=CC4(C)C3(F)C(O)CC2(C)C1(O)C(=O)CO. Cell line: KPL1. Synergy scores: synergy=21.9.